This data is from NCI-60 drug combinations with 297,098 pairs across 59 cell lines. The task is: Regression. Given two drug SMILES strings and cell line genomic features, predict the synergy score measuring deviation from expected non-interaction effect. (1) Drug 1: C1=C(C(=O)NC(=O)N1)F. Drug 2: CCC1(CC2CC(C3=C(CCN(C2)C1)C4=CC=CC=C4N3)(C5=C(C=C6C(=C5)C78CCN9C7C(C=CC9)(C(C(C8N6C)(C(=O)OC)O)OC(=O)C)CC)OC)C(=O)OC)O.OS(=O)(=O)O. Cell line: U251. Synergy scores: CSS=56.9, Synergy_ZIP=-4.91, Synergy_Bliss=-7.91, Synergy_Loewe=-6.21, Synergy_HSA=-5.10. (2) Drug 1: C1CN1P(=S)(N2CC2)N3CC3. Drug 2: C1=NNC2=C1C(=O)NC=N2. Cell line: CCRF-CEM. Synergy scores: CSS=19.3, Synergy_ZIP=-0.749, Synergy_Bliss=-2.29, Synergy_Loewe=0.899, Synergy_HSA=-0.118. (3) Drug 1: CC1C(C(CC(O1)OC2CC(OC(C2O)C)OC3=CC4=CC5=C(C(=O)C(C(C5)C(C(=O)C(C(C)O)O)OC)OC6CC(C(C(O6)C)O)OC7CC(C(C(O7)C)O)OC8CC(C(C(O8)C)O)(C)O)C(=C4C(=C3C)O)O)O)O. Drug 2: C1CN(P(=O)(OC1)NCCCl)CCCl. Cell line: MCF7. Synergy scores: CSS=29.1, Synergy_ZIP=1.84, Synergy_Bliss=2.23, Synergy_Loewe=-44.8, Synergy_HSA=1.38.